From a dataset of Forward reaction prediction with 1.9M reactions from USPTO patents (1976-2016). Predict the product of the given reaction. (1) Given the reactants [C:1](Cl)(=[O:4])[CH:2]=[CH2:3].[CH3:6][O:7][NH:8][CH2:9][CH2:10][CH2:11][CH2:12][CH2:13][CH2:14][NH:15][O:16][CH3:17].[C:18]([O-:21])([O-])=O.[Na+].[Na+].[CH2:24](OCC)[CH3:25], predict the reaction product. The product is: [C:1]([N:15]([CH2:14][CH2:13][CH2:12][CH2:11][CH2:10][CH2:9][N:8]([O:7][CH3:6])[C:18](=[O:21])[CH:24]=[CH2:25])[O:16][CH3:17])(=[O:4])[CH:2]=[CH2:3]. (2) The product is: [Cl:1][C:2]1[C:7]2[C:8](=[O:9])[CH:21]([C:22]([O:24][CH2:25][CH3:26])=[O:23])[CH2:20][N:13]([C:14]3[CH:15]=[CH:16][CH:17]=[CH:18][CH:19]=3)[C:6]=2[N:5]=[C:4]([S:27][CH3:28])[N:3]=1. Given the reactants [Cl:1][C:2]1[C:7]([C:8](OCC)=[O:9])=[C:6]([N:13]([CH2:20][CH2:21][C:22]([O:24][CH2:25][CH3:26])=[O:23])[C:14]2[CH:19]=[CH:18][CH:17]=[CH:16][CH:15]=2)[N:5]=[C:4]([S:27][CH3:28])[N:3]=1.[Li+].CC([N-]C(C)C)C.O, predict the reaction product. (3) Given the reactants [CH3:1][O:2][C:3](=[O:13])[C:4]1[CH:12]=[CH:11][CH:10]=[C:6]([C:7]([OH:9])=O)[CH:5]=1.O=S(Cl)Cl.C([O-])([O-])=O.[Na+].[Na+].[CH:24]1([NH2:27])[CH2:26][CH2:25]1, predict the reaction product. The product is: [CH3:1][O:2][C:3](=[O:13])[C:4]1[CH:12]=[CH:11][CH:10]=[C:6]([C:7]([NH:27][CH:24]2[CH2:26][CH2:25]2)=[O:9])[CH:5]=1. (4) Given the reactants [N:1]1[CH:6]=[CH:5][N:4]=[C:3]2[C:7]([O:9][C:10](=[O:11])[C:2]=12)=O.[NH2:12][C:13]1[CH:18]=[CH:17][C:16]([N:19]2[CH2:24][CH2:23][O:22][CH:21]([CH2:25][CH2:26][O:27][Si:28]([C:31]([CH3:34])([CH3:33])[CH3:32])([CH3:30])[CH3:29])[C:20]2=[O:35])=[CH:15][CH:14]=1.C(N(CC)CC)C.CC(C)(C)C(Cl)=O.[Cl:50][C:51]1[CH:57]=[CH:56][C:54]([NH2:55])=[CH:53][CH:52]=1.C(=O)(O)[O-].[Na+], predict the reaction product. The product is: [Si:28]([O:27][CH2:26][CH2:25][CH:21]1[O:22][CH2:23][CH2:24][N:19]([C:16]2[CH:17]=[CH:18][C:13]([NH:12][C:7]([C:3]3[C:2]([C:10]([NH:55][C:54]4[CH:56]=[CH:57][C:51]([Cl:50])=[CH:52][CH:53]=4)=[O:11])=[N:1][CH:6]=[CH:5][N:4]=3)=[O:9])=[CH:14][CH:15]=2)[C:20]1=[O:35])([C:31]([CH3:32])([CH3:34])[CH3:33])([CH3:29])[CH3:30]. (5) Given the reactants [CH2:1]([O:8][C:9]1[CH:17]=[CH:16][C:12]([C:13](=[S:15])[NH2:14])=[CH:11][CH:10]=1)[CH2:2][CH2:3][CH2:4][CH2:5][CH2:6][CH3:7].Br[CH2:19][C:20]([C:22]1[CH:27]=[CH:26][C:25]([Br:28])=[CH:24][CH:23]=1)=O, predict the reaction product. The product is: [Br:28][C:25]1[CH:26]=[CH:27][C:22]([C:20]2[N:14]=[C:13]([C:12]3[CH:16]=[CH:17][C:9]([O:8][CH2:1][CH2:2][CH2:3][CH2:4][CH2:5][CH2:6][CH3:7])=[CH:10][CH:11]=3)[S:15][CH:19]=2)=[CH:23][CH:24]=1. (6) Given the reactants [NH2:1][C:2]1[CH:7]=[CH:6][C:5]([N:8]2[CH2:13][CH2:12][CH:11]([N:14]([C:22]3[CH:27]=[CH:26][CH:25]=[CH:24][CH:23]=3)[C:15](=[O:21])[CH:16]([CH2:19][CH3:20])[CH2:17][CH3:18])[CH2:10][CH2:9]2)=[C:4]([F:28])[CH:3]=1.C(C(CC)[C:32]([N:34]([C:41]1[CH:46]=[CH:45]C=[CH:43][CH:42]=1)C1CCNCC1)=[O:33])C.C([O-])([O-])=O.[K+].[K+].FC1C=CC([N+:62]([O-])=[O:63])=CC=1F, predict the reaction product. The product is: [CH3:45][C:46]1[C:41]([NH:34][C:32](=[O:33])[NH:1][C:2]2[CH:7]=[CH:6][C:5]([N:8]3[CH2:13][CH2:12][CH:11]([N:14]([C:22]4[CH:23]=[CH:24][CH:25]=[CH:26][CH:27]=4)[C:15](=[O:21])[CH:16]([CH2:19][CH3:20])[CH2:17][CH3:18])[CH2:10][CH2:9]3)=[C:4]([F:28])[CH:3]=2)=[C:42]([CH3:43])[O:63][N:62]=1. (7) Given the reactants [CH3:1][C:2]1[CH:7]=[C:6]([CH3:8])[C:5]([N:9]2[C:16]3[N:12]([N:13]=[C:14]([C:17]4[CH:18]=[N:19][CH:20]=[CH:21][CH:22]=4)[CH:15]=3)[CH:11]=[CH:10]2)=[CH:4][C:3]=1[NH:23][C:24]([C:26]1[CH:27]=[C:28]([CH2:38][C:39](O)=[O:40])[CH:29]=[C:30]([S:32]([F:37])([F:36])([F:35])([F:34])[F:33])[CH:31]=1)=[O:25].C[N:43](C(ON1N=NC2C=CC=NC1=2)=[N+](C)C)C.F[P-](F)(F)(F)(F)F.C(N(CC)C(C)C)(C)C.N.CCCCC.C(OC(C)C)(C)C, predict the reaction product. The product is: [NH2:43][C:39](=[O:40])[CH2:38][C:28]1[CH:27]=[C:26]([CH:31]=[C:30]([S:32]([F:36])([F:37])([F:34])([F:33])[F:35])[CH:29]=1)[C:24]([NH:23][C:3]1[CH:4]=[C:5]([N:9]2[C:16]3[N:12]([N:13]=[C:14]([C:17]4[CH:18]=[N:19][CH:20]=[CH:21][CH:22]=4)[CH:15]=3)[CH:11]=[CH:10]2)[C:6]([CH3:8])=[CH:7][C:2]=1[CH3:1])=[O:25]. (8) Given the reactants [F:1][C:2]1[CH:7]=[CH:6][C:5]([N:8]2[C:12]3([CH2:17][CH2:16][N:15]([CH2:18][CH2:19][CH2:20][N:21]4[C:29]5[C:24](=[CH:25][CH:26]=[CH:27][CH:28]=5)[C:23]5([CH2:31][CH2:30]5)[C:22]4=[O:32])[CH2:14][CH2:13]3)[C:11](=[O:33])[N:10]([CH2:34][C:35]3[CH:47]=[CH:46][CH:45]=[CH:44][C:36]=3[C:37]([O:39]C(C)(C)C)=[O:38])[CH2:9]2)=[CH:4][CH:3]=1.C(O)=O.C([SiH](CC)CC)C.Cl, predict the reaction product. The product is: [F:1][C:2]1[CH:7]=[CH:6][C:5]([N:8]2[C:12]3([CH2:13][CH2:14][N:15]([CH2:18][CH2:19][CH2:20][N:21]4[C:29]5[C:24](=[CH:25][CH:26]=[CH:27][CH:28]=5)[C:23]5([CH2:30][CH2:31]5)[C:22]4=[O:32])[CH2:16][CH2:17]3)[C:11](=[O:33])[N:10]([CH2:34][C:35]3[CH:47]=[CH:46][CH:45]=[CH:44][C:36]=3[C:37]([OH:39])=[O:38])[CH2:9]2)=[CH:4][CH:3]=1.